Dataset: Reaction yield outcomes from USPTO patents with 853,638 reactions. Task: Predict the reaction yield, written as a fraction of the theoretical maximum amount of product (1.0 means a 100% yield; for example, 0.34 means a 34% yield). The reactants are [F:1][C:2]1[CH:35]=[CH:34][C:5]([C:6]([N:8]2[CH2:13][CH2:12][C:11]([CH2:15][N:16]3[C:21](=[O:22])[C:20]4[CH:23]=[N:24][N:25]([C:26]5[CH:31]=[CH:30][C:29]([S:32][CH3:33])=[CH:28][CH:27]=5)[C:19]=4[N:18]=[CH:17]3)([OH:14])[CH2:10][CH2:9]2)=[O:7])=[CH:4][CH:3]=1.C1C=C(Cl)C=C(C(OO)=[O:44])C=1. The catalyst is ClCCl. The product is [F:1][C:2]1[CH:35]=[CH:34][C:5]([C:6]([N:8]2[CH2:13][CH2:12][C:11]([CH2:15][N:16]3[C:21](=[O:22])[C:20]4[CH:23]=[N:24][N:25]([C:26]5[CH:31]=[CH:30][C:29]([S:32]([CH3:33])=[O:44])=[CH:28][CH:27]=5)[C:19]=4[N:18]=[CH:17]3)([OH:14])[CH2:10][CH2:9]2)=[O:7])=[CH:4][CH:3]=1. The yield is 0.580.